The task is: Predict the reactants needed to synthesize the given product.. This data is from Full USPTO retrosynthesis dataset with 1.9M reactions from patents (1976-2016). (1) Given the product [CH3:15][C:13]1[N:12]=[CH:11][N:10]([C:5]2[CH:4]=[CH:3][C:2]([NH:29][C:26]3[N:27]=[CH:28][N:24]([CH:22]([C:16]4[CH:21]=[CH:20][CH:19]=[CH:18][CH:17]=4)[CH3:23])[N:25]=3)=[CH:9][C:6]=2[C:7]#[N:8])[CH:14]=1, predict the reactants needed to synthesize it. The reactants are: Br[C:2]1[CH:3]=[CH:4][C:5]([N:10]2[CH:14]=[C:13]([CH3:15])[N:12]=[CH:11]2)=[C:6]([CH:9]=1)[C:7]#[N:8].[C:16]1([CH:22]([N:24]2[CH:28]=[N:27][C:26]([NH2:29])=[N:25]2)[CH3:23])[CH:21]=[CH:20][CH:19]=[CH:18][CH:17]=1. (2) Given the product [CH2:29]([N:31]([CH2:35][CH3:36])[CH2:32][CH2:33][O:34][C:6]([C:8]1[CH:9]=[C:10]([C:18]2[N:19]=[C:20]([C:23]3[CH:28]=[CH:27][N:26]=[CH:25][CH:24]=3)[S:21][CH:22]=2)[C:11](=[O:17])[NH:12][C:13]=1[CH:14]([CH3:16])[CH3:15])=[O:7])[CH3:30], predict the reactants needed to synthesize it. The reactants are: N1([C:6]([C:8]2[CH:9]=[C:10]([C:18]3[N:19]=[C:20]([C:23]4[CH:28]=[CH:27][N:26]=[CH:25][CH:24]=4)[S:21][CH:22]=3)[C:11](=[O:17])[NH:12][C:13]=2[CH:14]([CH3:16])[CH3:15])=[O:7])C=CN=C1.[CH2:29]([N:31]([CH2:35][CH3:36])[CH2:32][CH2:33][OH:34])[CH3:30]. (3) Given the product [CH3:22][O:23][C:24]1[CH:31]=[CH:30][C:27]([CH2:28][N:1]2[C:9]3[C:4](=[CH:5][CH:6]=[CH:7][CH:8]=3)[C:3]3([C:13]4=[CH:14][C:15]5[O:19][CH2:18][O:17][C:16]=5[CH:20]=[C:12]4[O:11][CH2:10]3)[C:2]2=[O:21])=[CH:26][CH:25]=1, predict the reactants needed to synthesize it. The reactants are: [NH:1]1[C:9]2[C:4](=[CH:5][CH:6]=[CH:7][CH:8]=2)[C:3]2([C:13]3=[CH:14][C:15]4[O:19][CH2:18][O:17][C:16]=4[CH:20]=[C:12]3[O:11][CH2:10]2)[C:2]1=[O:21].[CH3:22][O:23][C:24]1[CH:31]=[CH:30][C:27]([CH2:28]Cl)=[CH:26][CH:25]=1.[I-].[K+].C(=O)([O-])[O-].[Cs+].[Cs+]. (4) Given the product [NH2:1][C:2]1[S:3][C:4]([C:17]2[CH:22]=[CH:21][CH:20]=[C:19]([F:23])[CH:18]=2)=[C:5]([C:7]([N:9]2[C@H:14]([CH2:15][NH:16][C:30]([C:28]3[N:29]=[C:25]([CH3:24])[O:26][C:27]=3[CH3:33])=[O:31])[CH2:13][C@H:12]3[C@@H:10]2[CH2:11]3)=[O:8])[N:6]=1, predict the reactants needed to synthesize it. The reactants are: [NH2:1][C:2]1[S:3][C:4]([C:17]2[CH:22]=[CH:21][CH:20]=[C:19]([F:23])[CH:18]=2)=[C:5]([C:7]([N:9]2[C@H:14]([CH2:15][NH2:16])[CH2:13][C@H:12]3[C@@H:10]2[CH2:11]3)=[O:8])[N:6]=1.[CH3:24][C:25]1[O:26][C:27]([CH3:33])=[C:28]([C:30](O)=[O:31])[N:29]=1.